From a dataset of Catalyst prediction with 721,799 reactions and 888 catalyst types from USPTO. Predict which catalyst facilitates the given reaction. Reactant: [Cl:1][C:2]1[CH:7]=[C:6]([Cl:8])[CH:5]=[CH:4][C:3]=1[CH:9]([N:11]1[C:15]([CH2:16][CH2:17][C:18](OCC)=[O:19])=[CH:14][C:13]([O:23][CH2:24][CH2:25][CH3:26])=[N:12]1)[CH3:10].[H-].C([Al+]CC(C)C)C(C)C.C(O)C.[Cl-].[NH4+]. Product: [Cl:1][C:2]1[CH:7]=[C:6]([Cl:8])[CH:5]=[CH:4][C:3]=1[CH:9]([N:11]1[C:15]([CH2:16][CH2:17][CH2:18][OH:19])=[CH:14][C:13]([O:23][CH2:24][CH2:25][CH3:26])=[N:12]1)[CH3:10]. The catalyst class is: 207.